This data is from Catalyst prediction with 721,799 reactions and 888 catalyst types from USPTO. The task is: Predict which catalyst facilitates the given reaction. Reactant: [CH3:1][C:2]1[C:7]([O:8][C:9]2[C:10]([NH:19][C:20]3[S:24][N:23]=[C:22]([CH:25]4[CH2:31][CH:30]5[N:32](C(OCC)=O)[CH:27]([CH2:28][CH2:29]5)[CH2:26]4)[N:21]=3)=[N:11][CH:12]=[C:13]([C:15]([F:18])([F:17])[F:16])[CH:14]=2)=[CH:6][CH:5]=[CH:4][N:3]=1.[OH-].[K+]. Product: [CH:30]12[NH:32][CH:27]([CH2:28][CH2:29]1)[CH2:26][CH:25]([C:22]1[N:21]=[C:20]([NH:19][C:10]3[C:9]([O:8][C:7]4[C:2]([CH3:1])=[N:3][CH:4]=[CH:5][CH:6]=4)=[CH:14][C:13]([C:15]([F:16])([F:17])[F:18])=[CH:12][N:11]=3)[S:24][N:23]=1)[CH2:31]2. The catalyst class is: 378.